This data is from Catalyst prediction with 721,799 reactions and 888 catalyst types from USPTO. The task is: Predict which catalyst facilitates the given reaction. Reactant: [S:1]1[C:5]2[CH:6]=[CH:7][C:8]([CH2:10][CH2:11][O:12][CH2:13][CH2:14][CH2:15][N:16]3[CH2:20][CH2:19][CH:18]([N:21]([CH3:23])[CH3:22])[CH2:17]3)=[CH:9][C:4]=2[CH:3]=[CH:2]1.C(OCC)(=O)C.[ClH:30]. Product: [ClH:30].[ClH:30].[S:1]1[C:5]2[CH:6]=[CH:7][C:8]([CH2:10][CH2:11][O:12][CH2:13][CH2:14][CH2:15][N:16]3[CH2:20][CH2:19][CH:18]([N:21]([CH3:23])[CH3:22])[CH2:17]3)=[CH:9][C:4]=2[CH:3]=[CH:2]1. The catalyst class is: 13.